Dataset: Retrosynthesis with 50K atom-mapped reactions and 10 reaction types from USPTO. Task: Predict the reactants needed to synthesize the given product. (1) Given the product COc1cccc(CNC(=O)c2nc3scc(COCc4ccc(COC(C)=O)cc4)c3c(=O)[nH]2)c1, predict the reactants needed to synthesize it. The reactants are: CC(=O)Cl.COc1cccc(CNC(=O)c2nc3scc(COCc4ccc(CO)cc4)c3c(=O)[nH]2)c1. (2) Given the product COc1cc(SC)c([N+](=O)[O-])cc1C(=O)O, predict the reactants needed to synthesize it. The reactants are: COc1cc(Cl)c([N+](=O)[O-])cc1C(=O)O.C[S-]. (3) Given the product CNC(=O)c1ccc(-c2cc3nccc(Oc4ccc(NC(=O)c5cccn(C)c5=O)cc4F)c3s2)cc1, predict the reactants needed to synthesize it. The reactants are: CNC(=O)c1ccc(-c2cc3nccc(Oc4ccc(N)cc4F)c3s2)cc1.Cn1cccc(C(=O)O)c1=O.